Dataset: Forward reaction prediction with 1.9M reactions from USPTO patents (1976-2016). Task: Predict the product of the given reaction. (1) Given the reactants Cl.[CH2:2]([N:4]([CH2:36][CH3:37])[CH2:5][CH2:6][N:7]([CH3:35])[C:8]([C:10]1[S:22][C:21]2[C:20]3[CH:19]=[CH:18][CH:17]=[CH:16][C:15]=3[N:14](CC3C=CC(OC)=CC=3)[C:13](=[O:32])[C:12]=2[C:11]=1[O:33][CH3:34])=[O:9])[CH3:3].FC(F)(F)C(O)=O.FC(F)(F)S(O)(=O)=O, predict the reaction product. The product is: [CH2:36]([N:4]([CH2:2][CH3:3])[CH2:5][CH2:6][N:7]([CH3:35])[C:8]([C:10]1[S:22][C:21]2[C:20]3[CH:19]=[CH:18][CH:17]=[CH:16][C:15]=3[NH:14][C:13](=[O:32])[C:12]=2[C:11]=1[O:33][CH3:34])=[O:9])[CH3:37]. (2) Given the reactants C(OC([N:11]([CH2:32][CH2:33][O:34][CH3:35])[C:12]1[CH:13]=[CH:14][C:15]([O:18][C:19]2[CH:24]=[CH:23][C:22]([CH2:25][CH2:26][C:27]([O:29][CH2:30][CH3:31])=[O:28])=[CH:21][CH:20]=2)=[N:16][CH:17]=1)=O)C1C=CC=CC=1, predict the reaction product. The product is: [CH3:35][O:34][CH2:33][CH2:32][NH:11][C:12]1[CH:13]=[CH:14][C:15]([O:18][C:19]2[CH:24]=[CH:23][C:22]([CH2:25][CH2:26][C:27]([O:29][CH2:30][CH3:31])=[O:28])=[CH:21][CH:20]=2)=[N:16][CH:17]=1. (3) Given the reactants [Cl:1][C:2]1[C:3]([O:12][CH2:13][CH2:14][CH2:15][CH2:16][CH:17]([N:24]2[CH:28]=[N:27][CH:26]=[N:25]2)[C:18](=[O:23])[C:19]([CH3:22])([CH3:21])[CH3:20])=[N:4][CH:5]=[C:6]([C:8]([F:11])([F:10])[F:9])[CH:7]=1.[BH4-].C([N+](CCCC)(CCCC)CCCC)CCC.[Cl-].[NH4+], predict the reaction product. The product is: [Cl:1][C:2]1[C:3]([O:12][CH2:13][CH2:14][CH2:15][CH2:16][CH:17]([N:24]2[CH:28]=[N:27][CH:26]=[N:25]2)[CH:18]([OH:23])[C:19]([CH3:22])([CH3:20])[CH3:21])=[N:4][CH:5]=[C:6]([C:8]([F:9])([F:10])[F:11])[CH:7]=1. (4) Given the reactants [C:1]([O:5][C:6]([N:8]1[CH2:12][CH:11]([O:13][C:14]2[CH:19]=[C:18]([N+:20]([O-:22])=[O:21])[CH:17]=[C:16]([F:23])[CH:15]=2)[CH2:10][CH:9]1[C:24](C)(C)[O:25][SiH2]C(C)(C)C)=[O:7])([CH3:4])([CH3:3])[CH3:2].Cl.C([O-])(O)=O.[Na+], predict the reaction product. The product is: [C:1]([O:5][C:6]([N:8]1[CH2:12][CH:11]([O:13][C:14]2[CH:19]=[C:18]([N+:20]([O-:22])=[O:21])[CH:17]=[C:16]([F:23])[CH:15]=2)[CH2:10][CH:9]1[CH2:24][OH:25])=[O:7])([CH3:4])([CH3:3])[CH3:2]. (5) The product is: [O:19]=[C:17]1[C:10]2[C:11](=[CH:12][CH:13]=[C:8]([C:5]3([C:3]([OH:2])=[O:4])[CH2:6][CH2:7]3)[CH:9]=2)[O:14][CH2:15][CH2:16]1.[O:19]=[C:17]1[C:10]2[C:11](=[CH:12][CH:13]=[C:8]([C:5]3([C:3]([O:2][CH3:1])=[O:4])[CH2:6][CH2:7]3)[CH:9]=2)[O:14][CH2:15][CH2:16]1. Given the reactants [CH3:1][O:2][C:3]([C:5]1([C:8]2[CH:13]=[CH:12][C:11]([O:14][CH2:15][CH2:16][C:17]([OH:19])=O)=[CH:10][CH:9]=2)[CH2:7][CH2:6]1)=[O:4].C(Cl)(=O)C(Cl)=O, predict the reaction product.